Dataset: Forward reaction prediction with 1.9M reactions from USPTO patents (1976-2016). Task: Predict the product of the given reaction. (1) Given the reactants [CH3:1][C:2]1[CH:3]=[C:4]([CH2:11][CH:12]=[CH:13][C:14]([O:16][CH2:17][CH3:18])=[O:15])[CH:5]=[C:6]2[C:10]=1[NH:9][N:8]=[CH:7]2.C1(C(N)C2CCCCC2)CCCCC1.[CH3:33][Si:34]([CH3:41])([CH3:40])[CH2:35][CH2:36][O:37][CH2:38]Cl, predict the reaction product. The product is: [CH3:1][C:2]1[C:10]2[C:6](=[CH:7][N:8]([CH2:38][O:37][CH2:36][CH2:35][Si:34]([CH3:41])([CH3:40])[CH3:33])[N:9]=2)[CH:5]=[C:4]([CH2:11][CH:12]=[CH:13][C:14]([O:16][CH2:17][CH3:18])=[O:15])[CH:3]=1. (2) Given the reactants C[O:2][C:3]1[CH2:8][C:7]([CH3:10])([CH3:9])[CH2:6][C:5](=O)[CH:4]=1.[H-].[H-].[H-].[H-].[Li+].[Al+3], predict the reaction product. The product is: [CH3:9][C:7]1([CH3:10])[CH2:8][C:3](=[O:2])[CH:4]=[CH:5][CH2:6]1. (3) Given the reactants [F:1][C:2]1[CH:3]=[C:4]([CH:14]([NH:16][C:17]([C:19]2[N:20]=[C:21](Cl)[O:22][CH:23]=2)=[O:18])[CH3:15])[CH:5]=[C:6]([F:13])[C:7]=1[NH:8][S:9]([CH3:12])(=[O:11])=[O:10].[C:25]([C:29]1[CH:34]=[CH:33][C:32]([OH:35])=[CH:31][CH:30]=1)([CH3:28])([CH3:27])[CH3:26], predict the reaction product. The product is: [F:1][C:2]1[CH:3]=[C:4]([CH:14]([NH:16][C:17]([C:19]2[N:20]=[C:21]([O:35][C:32]3[CH:33]=[CH:34][C:29]([C:25]([CH3:28])([CH3:27])[CH3:26])=[CH:30][CH:31]=3)[O:22][CH:23]=2)=[O:18])[CH3:15])[CH:5]=[C:6]([F:13])[C:7]=1[NH:8][S:9]([CH3:12])(=[O:11])=[O:10]. (4) Given the reactants [Br:1]N1C(=O)CCC1=O.C1(P(C2C=CC=CC=2)C2C=CC=CC=2)C=CC=CC=1.N1C=CC=CC=1.[C:34]([O:38][C:39]([NH:41][C@H:42]([C:46]([O:48][CH:49]1[CH2:53][CH2:52][CH2:51][CH2:50]1)=[O:47])[CH2:43][CH2:44]O)=[O:40])([CH3:37])([CH3:36])[CH3:35], predict the reaction product. The product is: [Br:1][CH2:44][CH2:43][C@H:42]([NH:41][C:39]([O:38][C:34]([CH3:37])([CH3:36])[CH3:35])=[O:40])[C:46]([O:48][CH:49]1[CH2:53][CH2:52][CH2:51][CH2:50]1)=[O:47]. (5) Given the reactants [C:1]1([S:7]([N:10]2[CH2:14][CH:13]([C:15](O)=[O:16])[N:12]([C:18]3[CH:23]=[CH:22][CH:21]=[CH:20][C:19]=3[Cl:24])[C:11]2=[O:25])(=[O:9])=[O:8])[CH:6]=[CH:5][CH:4]=[CH:3][CH:2]=1.[N:26]1([C:32]2[O:33][C:34]3[CH:40]=[CH:39][CH:38]=[CH:37][C:35]=3[N:36]=2)[CH2:31][CH2:30][NH:29][CH2:28][CH2:27]1, predict the reaction product. The product is: [C:1]1([S:7]([N:10]2[CH2:14][CH:13]([C:15]([N:29]3[CH2:30][CH2:31][N:26]([C:32]4[O:33][C:34]5[CH:40]=[CH:39][CH:38]=[CH:37][C:35]=5[N:36]=4)[CH2:27][CH2:28]3)=[O:16])[N:12]([C:18]3[CH:23]=[CH:22][CH:21]=[CH:20][C:19]=3[Cl:24])[C:11]2=[O:25])(=[O:9])=[O:8])[CH:2]=[CH:3][CH:4]=[CH:5][CH:6]=1. (6) Given the reactants [F:1][C:2]1[CH:7]=[CH:6][C:5]([N:8]2[C:12]([CH3:13])=[C:11]([C:14]([OH:16])=O)[N:10]=[N:9]2)=[CH:4][CH:3]=1.[NH2:17][C:18]1[CH:19]=[C:20]([CH:23]=[CH:24][CH:25]=1)[C:21]#[N:22], predict the reaction product. The product is: [C:21]([C:20]1[CH:19]=[C:18]([NH:17][C:14]([C:11]2[N:10]=[N:9][N:8]([C:5]3[CH:4]=[CH:3][C:2]([F:1])=[CH:7][CH:6]=3)[C:12]=2[CH3:13])=[O:16])[CH:25]=[CH:24][CH:23]=1)#[N:22]. (7) Given the reactants [Br:1][C:2]1[CH:3]=[CH:4][C:5]2[O:14][C:13]3[C:12](=[O:15])[NH:11][C:10]([CH2:16]Cl)=[N:9][C:8]=3[C:6]=2[CH:7]=1.[NH:18]1[CH2:23][CH2:22][CH2:21][CH2:20][CH2:19]1, predict the reaction product. The product is: [Br:1][C:2]1[CH:3]=[CH:4][C:5]2[O:14][C:13]3[C:12](=[O:15])[NH:11][C:10]([CH2:16][N:18]4[CH2:23][CH2:22][CH2:21][CH2:20][CH2:19]4)=[N:9][C:8]=3[C:6]=2[CH:7]=1. (8) Given the reactants [H-].[Na+].[CH2:3]([SH:5])[CH3:4].[H][H].F[C:9]1[CH:16]=[C:15]([C:17]2[CH:22]=[CH:21][C:20]([Cl:23])=[CH:19][C:18]=2[Cl:24])[CH:14]=[CH:13][C:10]=1[C:11]#[N:12], predict the reaction product. The product is: [Cl:24][C:18]1[CH:19]=[C:20]([Cl:23])[CH:21]=[CH:22][C:17]=1[C:15]1[CH:14]=[CH:13][C:10]([C:11]#[N:12])=[C:9]([S:5][CH2:3][CH3:4])[CH:16]=1. (9) Given the reactants [NH:1]([C:3]1[CH:8]=[CH:7][CH:6]=[CH:5][N:4]=1)N.[CH3:9][CH:10]([CH3:14])[C:11](=O)[CH3:12], predict the reaction product. The product is: [CH3:12][C:11]1[C:10]([CH3:14])([CH3:9])[C:8]2[C:3]([N:1]=1)=[N:4][CH:5]=[CH:6][CH:7]=2. (10) Given the reactants [NH2:1][C:2]1[N:7]=[C:6]([C@:8]2([CH3:17])[C:13]([F:15])([F:14])[CH2:12][O:11][C:10]([NH2:16])=[N:9]2)[C:5]([F:18])=[CH:4][CH:3]=1.CCN(C(C)C)C(C)C.[CH3:28][C:29]([O:32][C:33](O[C:33]([O:32][C:29]([CH3:31])([CH3:30])[CH3:28])=[O:34])=[O:34])([CH3:31])[CH3:30], predict the reaction product. The product is: [C:29]([O:32][C:33](=[O:34])[NH:16][C:10]1[O:11][CH2:12][C:13]([F:14])([F:15])[C@:8]([C:6]2[C:5]([F:18])=[CH:4][CH:3]=[C:2]([NH2:1])[N:7]=2)([CH3:17])[N:9]=1)([CH3:31])([CH3:30])[CH3:28].